Task: Predict the product of the given reaction.. Dataset: Forward reaction prediction with 1.9M reactions from USPTO patents (1976-2016) (1) Given the reactants CS(O[C:6]1[CH:11]=[CH:10][CH:9]=[C:8]([C:12]2[S:13][C:14]3[CH:22]=[CH:21][CH:20]=[CH:19][C:15]=3[C:16](=[O:18])[N:17]=2)[N:7]=1)(=O)=O.[CH2:23]([N:25]([CH2:28][CH3:29])[CH2:26][CH3:27])C.[C:30]1([CH:36]2CCNCC2)[CH:35]=[CH:34][CH:33]=[CH:32][CH:31]=1.C(OC(=O)C)C, predict the reaction product. The product is: [C:30]1([CH:36]2[CH2:29][CH2:28][N:25]([CH2:23][C:6]3[N:7]=[C:8]([C:12]4[S:13][C:14]5[CH:22]=[CH:21][CH:20]=[CH:19][C:15]=5[C:16](=[O:18])[N:17]=4)[CH:9]=[CH:10][CH:11]=3)[CH2:26][CH2:27]2)[CH:35]=[CH:34][CH:33]=[CH:32][CH:31]=1. (2) Given the reactants Br[C:2]1[CH:3]=[C:4]2[C:12](=[CH:13][CH:14]=1)[N:11]([C:15]1[N:20]=[C:19]([C:21]3[CH:26]=[CH:25][CH:24]=[CH:23][CH:22]=3)[N:18]=[C:17]([C:27]3[CH:32]=[CH:31][CH:30]=[CH:29][CH:28]=3)[N:16]=1)[C:10]1[CH:9]=[C:8]3[C:33]([CH3:41])([CH3:40])[C:34]4[C:39]([C:7]3=[CH:6][C:5]2=1)=[CH:38][CH:37]=[CH:36][CH:35]=4.[C:42]1([C:48]2[CH:49]=[CH:50][C:51]3[NH:52][C:53]4[C:58]([C:59]=3[CH:60]=2)=[CH:57][C:56]([C:61]2[CH:66]=[CH:65][CH:64]=[CH:63][CH:62]=2)=[CH:55][CH:54]=4)[CH:47]=[CH:46][CH:45]=[CH:44][CH:43]=1.C(P(C(C)(C)C)C(C)(C)C)(C)(C)C, predict the reaction product. The product is: [C:42]1([C:48]2[CH:49]=[CH:50][C:51]3[N:52]([C:2]4[CH:3]=[C:4]5[C:12](=[CH:13][CH:14]=4)[N:11]([C:15]4[N:20]=[C:19]([C:21]6[CH:26]=[CH:25][CH:24]=[CH:23][CH:22]=6)[N:18]=[C:17]([C:27]6[CH:32]=[CH:31][CH:30]=[CH:29][CH:28]=6)[N:16]=4)[C:10]4[CH:9]=[C:8]6[C:33]([CH3:40])([CH3:41])[C:34]7[C:39]([C:7]6=[CH:6][C:5]5=4)=[CH:38][CH:37]=[CH:36][CH:35]=7)[C:53]4[C:58]([C:59]=3[CH:60]=2)=[CH:57][C:56]([C:61]2[CH:62]=[CH:63][CH:64]=[CH:65][CH:66]=2)=[CH:55][CH:54]=4)[CH:47]=[CH:46][CH:45]=[CH:44][CH:43]=1.